Dataset: Catalyst prediction with 721,799 reactions and 888 catalyst types from USPTO. Task: Predict which catalyst facilitates the given reaction. (1) Product: [Cl:32][C:33]1[CH:34]=[C:35]([N:40]2[CH2:45][CH2:44][N:43]([C:16]([C:14]3[S:15][C:9]4[N:8]=[CH:7][N:6]([CH2:5][C:4]([N:3]([CH2:1][CH3:2])[CH2:21][CH3:22])=[O:20])[C:11](=[O:12])[C:10]=4[C:13]=3[CH3:19])=[O:18])[CH2:42][CH2:41]2)[CH:36]=[CH:37][C:38]=1[Cl:39]. Reactant: [CH2:1]([N:3]([CH2:21][CH3:22])[C:4](=[O:20])[CH2:5][N:6]1[C:11](=[O:12])[C:10]2[C:13]([CH3:19])=[C:14]([C:16]([OH:18])=O)[S:15][C:9]=2[N:8]=[CH:7]1)[CH3:2].CCN(C(C)C)C(C)C.[Cl:32][C:33]1[CH:34]=[C:35]([N:40]2[CH2:45][CH2:44][NH:43][CH2:42][CH2:41]2)[CH:36]=[CH:37][C:38]=1[Cl:39].CN(C(ON1N=NC2C=CC=NC1=2)=[N+](C)C)C.F[P-](F)(F)(F)(F)F. The catalyst class is: 2. (2) Reactant: [F:1][C:2]([F:13])([F:12])[C:3]1N=[CH:7][C:6](B(O)O)=[CH:5][CH:4]=1.Br[C:15]1[N:20]=[C:19]([CH:21]=[O:22])[CH:18]=[CH:17][CH:16]=1.Br[C:24]1N=C(C=O)C(F)=CC=1. Product: [F:1][C:2]([F:13])([F:12])[C:3]1[CH:24]=[CH:7][C:6]([C:15]2[N:20]=[C:19]([CH:21]=[O:22])[CH:18]=[CH:17][CH:16]=2)=[CH:5][CH:4]=1. The catalyst class is: 5.